Task: Regression. Given a peptide amino acid sequence and an MHC pseudo amino acid sequence, predict their binding affinity value. This is MHC class I binding data.. Dataset: Peptide-MHC class I binding affinity with 185,985 pairs from IEDB/IMGT The peptide sequence is NTVVRDFENY. The MHC is HLA-A31:01 with pseudo-sequence HLA-A31:01. The binding affinity (normalized) is 0.